The task is: Predict the reactants needed to synthesize the given product.. This data is from Full USPTO retrosynthesis dataset with 1.9M reactions from patents (1976-2016). Given the product [CH2:17]1[CH2:16][O:15][C:12]2[CH:13]=[CH:14][C:9]([NH:8][C:6]3[C:5]([F:19])=[CH:4][N:3]=[C:2]([NH:24][C:23]4[CH:25]=[CH:26][CH:27]=[C:21]([F:20])[CH:22]=4)[N:7]=3)=[CH:10][C:11]=2[O:18]1, predict the reactants needed to synthesize it. The reactants are: Cl[C:2]1[N:7]=[C:6]([NH:8][C:9]2[CH:14]=[CH:13][C:12]3[O:15][CH2:16][CH2:17][O:18][C:11]=3[CH:10]=2)[C:5]([F:19])=[CH:4][N:3]=1.[F:20][C:21]1[CH:22]=[C:23]([CH:25]=[CH:26][CH:27]=1)[NH2:24].